Dataset: NCI-60 drug combinations with 297,098 pairs across 59 cell lines. Task: Regression. Given two drug SMILES strings and cell line genomic features, predict the synergy score measuring deviation from expected non-interaction effect. Drug 1: C1CCN(CC1)CCOC2=CC=C(C=C2)C(=O)C3=C(SC4=C3C=CC(=C4)O)C5=CC=C(C=C5)O. Drug 2: CNC(=O)C1=CC=CC=C1SC2=CC3=C(C=C2)C(=NN3)C=CC4=CC=CC=N4. Cell line: DU-145. Synergy scores: CSS=17.9, Synergy_ZIP=13.3, Synergy_Bliss=19.5, Synergy_Loewe=14.9, Synergy_HSA=14.8.